From a dataset of Full USPTO retrosynthesis dataset with 1.9M reactions from patents (1976-2016). Predict the reactants needed to synthesize the given product. (1) The reactants are: [C:1]1([S:7]([C:10]([CH:16]2[CH2:28][CH2:27][C:26]3[C:25]4[C:20](=[CH:21][CH:22]=[C:23]([Cl:29])[CH:24]=4)[NH:19][C:18]=3[CH2:17]2)([F:15])[C:11]([NH:13][CH3:14])=[O:12])(=[O:9])=[O:8])[CH:6]=[CH:5][CH:4]=[CH:3][CH:2]=1.C(N(CC)CC)C.[O:37](C(OC(C)(C)C)=O)[C:38]([O:40][C:41]([CH3:44])([CH3:43])[CH3:42])=O. Given the product [C:41]([O:40][C:38]([N:19]1[C:18]2[CH2:17][CH:16]([C:10]([S:7]([C:1]3[CH:2]=[CH:3][CH:4]=[CH:5][CH:6]=3)(=[O:8])=[O:9])([F:15])[C:11](=[O:12])[NH:13][CH3:14])[CH2:28][CH2:27][C:26]=2[C:25]2[C:20]1=[CH:21][CH:22]=[C:23]([Cl:29])[CH:24]=2)=[O:37])([CH3:44])([CH3:43])[CH3:42], predict the reactants needed to synthesize it. (2) Given the product [CH3:20][O:19][CH2:18][O:17][CH2:16][CH2:15][C:3]1[CH:4]=[CH:5][C:6]([O:8][C:9]2[CH:14]=[CH:13][CH:12]=[CH:11][CH:10]=2)=[CH:7][C:2]=1[B:21]1[O:25][C:24]([CH3:27])([CH3:26])[C:23]([CH3:29])([CH3:28])[O:22]1, predict the reactants needed to synthesize it. The reactants are: Br[C:2]1[CH:7]=[C:6]([O:8][C:9]2[CH:14]=[CH:13][CH:12]=[CH:11][CH:10]=2)[CH:5]=[CH:4][C:3]=1[CH2:15][CH2:16][O:17][CH2:18][O:19][CH3:20].[B:21]1([B:21]2[O:25][C:24]([CH3:27])([CH3:26])[C:23]([CH3:29])([CH3:28])[O:22]2)[O:25][C:24]([CH3:27])([CH3:26])[C:23]([CH3:29])([CH3:28])[O:22]1.C([O-])(=O)C.[K+]. (3) Given the product [CH2:18]([C:13]1[CH:12]=[C:11]([NH:10][C:9](=[O:20])[NH:25][CH2:26][CH2:27][N:28]2[CH2:33][CH2:32][CH:31]([N:34]([CH2:45][CH2:46][CH3:47])[S:35]([C:38]3[CH:39]=[CH:40][C:41]([F:44])=[CH:42][CH:43]=3)(=[O:36])=[O:37])[CH2:30][CH2:29]2)[CH:16]=[C:15]([CH3:17])[N:14]=1)[CH3:19], predict the reactants needed to synthesize it. The reactants are: FC1C(O[C:9](=[O:20])[NH:10][C:11]2[CH:16]=[C:15]([CH3:17])[N:14]=[C:13]([CH2:18][CH3:19])[CH:12]=2)=C(F)C(F)=C(F)C=1F.[NH2:25][CH2:26][CH2:27][N:28]1[CH2:33][CH2:32][CH:31]([N:34]([CH2:45][CH2:46][CH3:47])[S:35]([C:38]2[CH:43]=[CH:42][C:41]([F:44])=[CH:40][CH:39]=2)(=[O:37])=[O:36])[CH2:30][CH2:29]1.